This data is from Peptide-MHC class II binding affinity with 134,281 pairs from IEDB. The task is: Regression. Given a peptide amino acid sequence and an MHC pseudo amino acid sequence, predict their binding affinity value. This is MHC class II binding data. (1) The peptide sequence is ALTEEQVESFNEIKH. The MHC is DRB1_0101 with pseudo-sequence DRB1_0101. The binding affinity (normalized) is 0.128. (2) The peptide sequence is ARNVRFLPTAAAAQG. The MHC is DRB1_1101 with pseudo-sequence DRB1_1101. The binding affinity (normalized) is 0.647. (3) The peptide sequence is AAVPAVGAAAGAPAA. The MHC is DRB1_1101 with pseudo-sequence DRB1_1101. The binding affinity (normalized) is 0.